From a dataset of Full USPTO retrosynthesis dataset with 1.9M reactions from patents (1976-2016). Predict the reactants needed to synthesize the given product. (1) Given the product [O:1]1[C:5]2[CH:6]=[CH:7][C:8]([C:10]3[O:11][C:12]([O:30][CH2:29][C:28]4[CH:31]=[CH:32][CH:33]=[C:26]([F:25])[CH:27]=4)=[N:13][N:14]=3)=[CH:9][C:4]=2[CH2:3][CH2:2]1, predict the reactants needed to synthesize it. The reactants are: [O:1]1[C:5]2[CH:6]=[CH:7][C:8]([C:10]3[O:11][C:12](S(C)(=O)=O)=[N:13][N:14]=3)=[CH:9][C:4]=2[CH2:3][CH2:2]1.C(=O)([O-])[O-].[K+].[K+].[F:25][C:26]1[CH:27]=[C:28]([CH:31]=[CH:32][CH:33]=1)[CH2:29][OH:30]. (2) The reactants are: [F:1][C:2]([F:18])([F:17])[C:3](=[O:16])[C:4]#[C:5][Si:6]([CH:13]([CH3:15])[CH3:14])([CH:10]([CH3:12])[CH3:11])[CH:7]([CH3:9])[CH3:8].[CH2:19]1[CH2:23]OC[CH2:20]1.C([Mg]Cl)C=C.[NH4+].[Cl-]. Given the product [F:18][C:2]([F:1])([F:17])[C:3]([OH:16])([CH2:23][CH:19]=[CH2:20])[C:4]#[C:5][Si:6]([CH:13]([CH3:15])[CH3:14])([CH:10]([CH3:11])[CH3:12])[CH:7]([CH3:8])[CH3:9], predict the reactants needed to synthesize it. (3) The reactants are: [F:1][C:2]1[CH:9]=[CH:8][C:5]([CH2:6]Cl)=[CH:4][CH:3]=1.[N:10]1([C:15]2[CH:16]=[C:17]([C:21]3[N:26]=[C:25]([N:27]4[CH2:32][CH2:31][CH:30]([CH2:33][NH:34][C:35](=[O:45])[C:36]5[CH:41]=[C:40]([O:42][CH3:43])[CH:39]=[C:38]([OH:44])[CH:37]=5)[CH2:29][CH2:28]4)[CH:24]=[CH:23][N:22]=3)[CH:18]=[CH:19][CH:20]=2)[CH:14]=[CH:13][CH:12]=[N:11]1.C(=O)([O-])[O-].[Cs+].[Cs+]. Given the product [N:10]1([C:15]2[CH:16]=[C:17]([C:21]3[N:26]=[C:25]([N:27]4[CH2:28][CH2:29][CH:30]([CH2:33][NH:34][C:35](=[O:45])[C:36]5[CH:41]=[C:40]([O:42][CH3:43])[CH:39]=[C:38]([O:44][CH2:6][C:5]6[CH:8]=[CH:9][C:2]([F:1])=[CH:3][CH:4]=6)[CH:37]=5)[CH2:31][CH2:32]4)[CH:24]=[CH:23][N:22]=3)[CH:18]=[CH:19][CH:20]=2)[CH:14]=[CH:13][CH:12]=[N:11]1, predict the reactants needed to synthesize it. (4) Given the product [OH:2][C:3]1[CH:8]=[CH:7][C:6]([C:9]2[CH:10]=[C:11]3[C:16](=[CH:17][CH:18]=2)[CH:15]=[C:14]([OH:19])[CH:13]=[CH:12]3)=[C:5]([CH3:20])[CH:4]=1, predict the reactants needed to synthesize it. The reactants are: C[O:2][C:3]1[CH:8]=[CH:7][C:6]([C:9]2[CH:10]=[C:11]3[C:16](=[CH:17][CH:18]=2)[CH:15]=[C:14]([OH:19])[CH:13]=[CH:12]3)=[C:5]([CH3:20])[CH:4]=1.B(Br)(Br)Br. (5) The reactants are: [CH3:1][C:2]([CH3:7])([CH3:6])[C:3](O)=[O:4].[NH2:8][C:9]1[CH:16]=[CH:15][C:12]([CH2:13][NH2:14])=[CH:11][CH:10]=1.C(N(CC)CC)C.C1C=NC2N(O)N=NC=2C=1.C(Cl)CCl. Given the product [NH2:8][C:9]1[CH:16]=[CH:15][C:12]([CH2:13][NH:14][C:3](=[O:4])[C:2]([CH3:7])([CH3:6])[CH3:1])=[CH:11][CH:10]=1, predict the reactants needed to synthesize it. (6) Given the product [Br:1][C:2]1[N:7]=[C:6]([C@:8]2([CH:15]([F:17])[F:16])[CH2:9][O:10][CH2:11][C:12]([NH2:19])=[N:13]2)[C:5]([F:18])=[CH:4][CH:3]=1, predict the reactants needed to synthesize it. The reactants are: [Br:1][C:2]1[N:7]=[C:6]([C@@:8]2([CH:15]([F:17])[F:16])[NH:13][C:12](=S)[CH2:11][O:10][CH2:9]2)[C:5]([F:18])=[CH:4][CH:3]=1.[NH3:19].